From a dataset of NCI-60 drug combinations with 297,098 pairs across 59 cell lines. Regression. Given two drug SMILES strings and cell line genomic features, predict the synergy score measuring deviation from expected non-interaction effect. (1) Drug 1: CC(C1=C(C=CC(=C1Cl)F)Cl)OC2=C(N=CC(=C2)C3=CN(N=C3)C4CCNCC4)N. Drug 2: C1CCC(C(C1)N)N.C(=O)(C(=O)[O-])[O-].[Pt+4]. Synergy scores: CSS=7.09, Synergy_ZIP=2.74, Synergy_Bliss=10.9, Synergy_Loewe=4.53, Synergy_HSA=5.37. Cell line: HS 578T. (2) Drug 1: CCC(=C(C1=CC=CC=C1)C2=CC=C(C=C2)OCCN(C)C)C3=CC=CC=C3.C(C(=O)O)C(CC(=O)O)(C(=O)O)O. Drug 2: C1CC(=O)NC(=O)C1N2C(=O)C3=CC=CC=C3C2=O. Cell line: M14. Synergy scores: CSS=-0.909, Synergy_ZIP=0.345, Synergy_Bliss=2.14, Synergy_Loewe=2.67, Synergy_HSA=-0.606. (3) Drug 1: CS(=O)(=O)C1=CC(=C(C=C1)C(=O)NC2=CC(=C(C=C2)Cl)C3=CC=CC=N3)Cl. Drug 2: CCCS(=O)(=O)NC1=C(C(=C(C=C1)F)C(=O)C2=CNC3=C2C=C(C=N3)C4=CC=C(C=C4)Cl)F. Cell line: NCI-H322M. Synergy scores: CSS=-2.87, Synergy_ZIP=2.32, Synergy_Bliss=1.07, Synergy_Loewe=-5.45, Synergy_HSA=-4.90. (4) Drug 1: C1CN1P(=S)(N2CC2)N3CC3. Drug 2: CCCCC(=O)OCC(=O)C1(CC(C2=C(C1)C(=C3C(=C2O)C(=O)C4=C(C3=O)C=CC=C4OC)O)OC5CC(C(C(O5)C)O)NC(=O)C(F)(F)F)O. Cell line: SNB-75. Synergy scores: CSS=64.6, Synergy_ZIP=1.73, Synergy_Bliss=0.936, Synergy_Loewe=-13.8, Synergy_HSA=2.79. (5) Drug 1: C1CCN(CC1)CCOC2=CC=C(C=C2)C(=O)C3=C(SC4=C3C=CC(=C4)O)C5=CC=C(C=C5)O. Drug 2: CC(C)CN1C=NC2=C1C3=CC=CC=C3N=C2N. Cell line: DU-145. Synergy scores: CSS=-1.94, Synergy_ZIP=6.24, Synergy_Bliss=8.35, Synergy_Loewe=1.04, Synergy_HSA=0.857. (6) Drug 1: CN1CCC(CC1)COC2=C(C=C3C(=C2)N=CN=C3NC4=C(C=C(C=C4)Br)F)OC. Drug 2: CC1=C(C(=O)C2=C(C1=O)N3CC4C(C3(C2COC(=O)N)OC)N4)N. Cell line: UACC-257. Synergy scores: CSS=12.2, Synergy_ZIP=-4.16, Synergy_Bliss=1.38, Synergy_Loewe=-0.268, Synergy_HSA=1.60. (7) Drug 1: C1CCN(CC1)CCOC2=CC=C(C=C2)C(=O)C3=C(SC4=C3C=CC(=C4)O)C5=CC=C(C=C5)O. Drug 2: C1=CC=C(C(=C1)C(C2=CC=C(C=C2)Cl)C(Cl)Cl)Cl. Cell line: A549. Synergy scores: CSS=-1.32, Synergy_ZIP=-0.331, Synergy_Bliss=-0.135, Synergy_Loewe=-2.24, Synergy_HSA=-3.19. (8) Drug 1: CC1C(C(CC(O1)OC2CC(CC3=C2C(=C4C(=C3O)C(=O)C5=C(C4=O)C(=CC=C5)OC)O)(C(=O)C)O)N)O.Cl. Drug 2: C1=CN(C(=O)N=C1N)C2C(C(C(O2)CO)O)O.Cl. Cell line: SW-620. Synergy scores: CSS=45.5, Synergy_ZIP=-2.84, Synergy_Bliss=-2.97, Synergy_Loewe=-3.75, Synergy_HSA=-0.667. (9) Drug 1: CN(CC1=CN=C2C(=N1)C(=NC(=N2)N)N)C3=CC=C(C=C3)C(=O)NC(CCC(=O)O)C(=O)O. Drug 2: CN(C(=O)NC(C=O)C(C(C(CO)O)O)O)N=O. Cell line: HL-60(TB). Synergy scores: CSS=52.7, Synergy_ZIP=0.752, Synergy_Bliss=0.208, Synergy_Loewe=-21.5, Synergy_HSA=1.28. (10) Drug 1: CC1=C(C=C(C=C1)NC2=NC=CC(=N2)N(C)C3=CC4=NN(C(=C4C=C3)C)C)S(=O)(=O)N.Cl. Drug 2: C1CC(C1)(C(=O)O)C(=O)O.[NH2-].[NH2-].[Pt+2]. Cell line: SK-MEL-5. Synergy scores: CSS=33.9, Synergy_ZIP=-8.34, Synergy_Bliss=-0.420, Synergy_Loewe=-5.13, Synergy_HSA=-2.29.